Dataset: Full USPTO retrosynthesis dataset with 1.9M reactions from patents (1976-2016). Task: Predict the reactants needed to synthesize the given product. (1) Given the product [Cl:1][C:2]1[CH:7]=[C:6]([N:8]2[CH2:9][CH2:10][O:11][CH2:12][CH2:13]2)[N:5]=[C:4]([CH2:14][NH:15][CH2:16][CH2:17][C:25]2[NH:26][CH:27]=[N:28][CH:24]=2)[N:3]=1, predict the reactants needed to synthesize it. The reactants are: [Cl:1][C:2]1[CH:7]=[C:6]([N:8]2[CH2:13][CH2:12][O:11][CH2:10][CH2:9]2)[N:5]=[C:4]([CH2:14][NH:15][CH2:16][CH2:17]N(C)C)[N:3]=1.NCC[C:24]1[N:28]=[CH:27][NH:26][CH:25]=1. (2) Given the product [O:32]=[C:26]1[CH:25]([N:18]2[C:17](=[O:33])[C:16]3[C:20](=[CH:21][CH:22]=[CH:23][C:15]=3[CH2:14][NH:13][C:43]([NH:42][CH2:34][CH2:35][CH2:36][CH2:37][CH2:38][CH2:39][CH2:40][CH3:41])=[O:44])[C:19]2=[O:24])[CH2:30][CH2:29][C:28](=[O:31])[NH:27]1, predict the reactants needed to synthesize it. The reactants are: N12CCCN=C1CCCCC2.Cl.[NH2:13][CH2:14][C:15]1[CH:23]=[CH:22][CH:21]=[C:20]2[C:16]=1[C:17](=[O:33])[N:18]([CH:25]1[CH2:30][CH2:29][C:28](=[O:31])[NH:27][C:26]1=[O:32])[C:19]2=[O:24].[CH2:34]([N:42]=[C:43]=[O:44])[CH2:35][CH2:36][CH2:37][CH2:38][CH2:39][CH2:40][CH3:41]. (3) Given the product [NH2:23][C:20]1[N:21]=[CH:22][C:17]([C:3]2[CH:4]=[CH:5][C:6]([C:25]3[CH:30]=[CH:29][CH:28]=[CH:27][C:26]=3[S:31]([N:34]3[CH2:39][CH2:38][C:37]([C:41]([F:44])([F:42])[F:43])([OH:40])[CH2:36][CH2:35]3)(=[O:32])=[O:33])=[CH:7][C:2]=2[F:1])=[N:18][CH:19]=1, predict the reactants needed to synthesize it. The reactants are: [F:1][C:2]1[CH:7]=[C:6](B2OC(C)(C)C(C)(C)O2)[CH:5]=[CH:4][C:3]=1[C:17]1[N:18]=[CH:19][C:20]([NH2:23])=[N:21][CH:22]=1.Br[C:25]1[CH:30]=[CH:29][CH:28]=[CH:27][C:26]=1[S:31]([N:34]1[CH2:39][CH2:38][C:37]([C:41]([F:44])([F:43])[F:42])([OH:40])[CH2:36][CH2:35]1)(=[O:33])=[O:32]. (4) Given the product [F:23][C:21]([F:24])([F:22])[C:19]1[CH:20]=[C:15]([C@H:13]([O:12][C@H:9]2[CH2:10][CH2:11][C@H:6]([CH2:5][OH:4])[C@@H:7]([CH2:36][NH:37][C:38]3[CH2:42][CH2:41][C:40](=[O:43])[CH:39]=3)[C@@H:8]2[C:29]2[CH:30]=[CH:31][C:32]([F:35])=[CH:33][CH:34]=2)[CH3:14])[CH:16]=[C:17]([C:25]([F:28])([F:27])[F:26])[CH:18]=1, predict the reactants needed to synthesize it. The reactants are: C([O:4][CH2:5][C@H:6]1[CH2:11][CH2:10][C@H:9]([O:12][C@@H:13]([C:15]2[CH:20]=[C:19]([C:21]([F:24])([F:23])[F:22])[CH:18]=[C:17]([C:25]([F:28])([F:27])[F:26])[CH:16]=2)[CH3:14])[C@@H:8]([C:29]2[CH:34]=[CH:33][C:32]([F:35])=[CH:31][CH:30]=2)[C@@H:7]1[CH2:36][NH2:37])(=O)C.[C:38]1(=O)[CH2:42][CH2:41][C:40](=[O:43])[CH2:39]1. (5) Given the product [O:20]=[C:9]([C:10]1[CH:15]=[CH:14][CH:13]=[CH:12][CH:11]=1)[CH2:3][C:4]([O:6][CH2:7][CH3:8])=[O:5], predict the reactants needed to synthesize it. The reactants are: Br[Zn][CH2:3][C:4]([O:6][CH2:7][CH3:8])=[O:5].[C:9](#N)[C:10]1[CH:15]=[CH:14][CH:13]=[CH:12][CH:11]=1.Cl.C(OCC)(=[O:20])C. (6) Given the product [F:6][C:7]1[CH:14]=[CH:13][C:10]([CH2:11][NH:1][CH2:2][CH2:3][CH2:4][OH:5])=[CH:9][CH:8]=1, predict the reactants needed to synthesize it. The reactants are: [NH2:1][CH2:2][CH2:3][CH2:4][OH:5].[F:6][C:7]1[CH:14]=[CH:13][C:10]([CH2:11]Cl)=[CH:9][CH:8]=1. (7) Given the product [F:11][C:8]1[CH:9]=[CH:10][C:2]2[O:30][CH2:29][C@H:25]3[CH2:26][CH2:27][CH2:28][N:24]3[C:4](=[O:6])[C:3]=2[CH:7]=1, predict the reactants needed to synthesize it. The reactants are: F[C:2]1[CH:10]=[CH:9][C:8]([F:11])=[CH:7][C:3]=1[C:4]([OH:6])=O.C(N1C=CN=C1)(N1C=CN=C1)=O.[NH:24]1[CH2:28][CH2:27][CH2:26][C@@H:25]1[CH2:29][OH:30].[H-].[Na+]. (8) Given the product [Cl:42][C:39]1[CH:40]=[CH:41][C:36]([CH:33]2[CH2:32][CH2:31][N:30]([C:28](=[O:29])[CH:27]([NH:26][C:18](=[O:20])[CH2:17][C:11]3[CH:12]=[CH:13][CH:14]=[CH:15][CH:16]=3)[CH:43]([CH3:45])[CH3:44])[CH2:35][CH2:34]2)=[CH:37][CH:38]=1, predict the reactants needed to synthesize it. The reactants are: C1C=CC2N(O)N=NC=2C=1.[C:11]1([CH2:17][C:18]([OH:20])=O)[CH:16]=[CH:15][CH:14]=[CH:13][CH:12]=1.C(Cl)CCl.Cl.[NH2:26][CH:27]([CH:43]([CH3:45])[CH3:44])[C:28]([N:30]1[CH2:35][CH2:34][CH:33]([C:36]2[CH:41]=[CH:40][C:39]([Cl:42])=[CH:38][CH:37]=2)[CH2:32][CH2:31]1)=[O:29].